Dataset: Forward reaction prediction with 1.9M reactions from USPTO patents (1976-2016). Task: Predict the product of the given reaction. (1) Given the reactants [CH3:1][S:2]([C:5]1[CH:10]=[CH:9][C:8]([CH2:11][NH:12][C:13]2[CH:18]=[CH:17][CH:16]=[CH:15][C:14]=2/[CH:19]=[CH:20]/[C:21]([O:23]C)=O)=[CH:7][CH:6]=1)(=[O:4])=[O:3].[OH-:25].[Na+].[NH2:27]O.Cl, predict the reaction product. The product is: [OH:25][NH:27][C:21](=[O:23])/[CH:20]=[CH:19]/[C:14]1[CH:15]=[CH:16][CH:17]=[CH:18][C:13]=1[NH:12][CH2:11][C:8]1[CH:9]=[CH:10][C:5]([S:2]([CH3:1])(=[O:4])=[O:3])=[CH:6][CH:7]=1. (2) Given the reactants Cl.[NH2:2][C@@H:3]1[CH2:8][CH2:7][C@H:6]([NH:9][C:10]([C:12]2[C:16]3=[N:17][CH:18]=[CH:19][C:20]([C:21]4[CH:26]=[C:25]([F:27])[CH:24]=[CH:23][C:22]=4[O:28][CH2:29][CH:30]4[CH2:32][CH2:31]4)=[C:15]3[NH:14][C:13]=2[CH3:33])=[O:11])[CH2:5][CH2:4]1.[CH3:34][O:35][CH2:36][C:37](Cl)=[O:38], predict the reaction product. The product is: [CH:30]1([CH2:29][O:28][C:22]2[CH:23]=[CH:24][C:25]([F:27])=[CH:26][C:21]=2[C:20]2[CH:19]=[CH:18][N:17]=[C:16]3[C:12]([C:10]([NH:9][C@H:6]4[CH2:7][CH2:8][C@@H:3]([NH:2][C:37](=[O:38])[CH2:36][O:35][CH3:34])[CH2:4][CH2:5]4)=[O:11])=[C:13]([CH3:33])[NH:14][C:15]=23)[CH2:31][CH2:32]1. (3) Given the reactants C([O:8][C:9]1[CH:14]=[CH:13][C:12]([NH:15][C:16]([NH:18][C:19]2[CH:24]=[CH:23][C:22]([O:25][C:26]3[C:27]4[N:34]([CH3:35])[CH:33]=[CH:32][C:28]=4[N:29]=[CH:30][N:31]=3)=[CH:21][C:20]=2[F:36])=[O:17])=[CH:11][C:10]=1[C:37]([F:40])([F:39])[F:38])C1C=CC=CC=1.C1CC=CCC=1, predict the reaction product. The product is: [F:36][C:20]1[CH:21]=[C:22]([O:25][C:26]2[C:27]3[N:34]([CH3:35])[CH:33]=[CH:32][C:28]=3[N:29]=[CH:30][N:31]=2)[CH:23]=[CH:24][C:19]=1[NH:18][C:16]([NH:15][C:12]1[CH:13]=[CH:14][C:9]([OH:8])=[C:10]([C:37]([F:39])([F:38])[F:40])[CH:11]=1)=[O:17]. (4) The product is: [OH:32][CH2:31][C:30]([CH3:34])([CH3:33])[CH2:29][CH2:28][CH2:27][CH2:26][NH:25][C:2]([NH:1][CH2:4][CH2:5][CH2:6][CH2:7][CH2:8][C:9]([CH3:24])([C:18]1[CH:19]=[CH:20][CH:21]=[CH:22][CH:23]=1)[CH2:10][OH:11])=[O:3]. Given the reactants [N:1]([CH2:4][CH2:5][CH2:6][CH2:7][CH2:8][C:9]([CH3:24])([C:18]1[CH:23]=[CH:22][CH:21]=[CH:20][CH:19]=1)[CH2:10][O:11]C1CCCCO1)=[C:2]=[O:3].[NH2:25][CH2:26][CH2:27][CH2:28][CH2:29][C:30]([CH3:34])([CH3:33])[CH2:31][OH:32], predict the reaction product. (5) Given the reactants Cl[C:2]1[C:7]2=[CH:8][N:9]([CH2:11][C:12]3[CH:17]=[CH:16][C:15]([CH2:18][N:19]4[CH:23]=[CH:22][CH:21]=[N:20]4)=[CH:14][CH:13]=3)[N:10]=[C:6]2[CH:5]=[CH:4][N:3]=1.[NH2:24][CH2:25][C:26]1[C:27]([O:48][CH3:49])=[CH:28][C:29]([N:33](C(OC(C)(C)C)=O)C(=O)OC(C)(C)C)=[N:30][C:31]=1[CH3:32], predict the reaction product. The product is: [N:19]1([CH2:18][C:15]2[CH:16]=[CH:17][C:12]([CH2:11][N:9]3[CH:8]=[C:7]4[C:2]([NH:24][CH2:25][C:26]5[C:31]([CH3:32])=[N:30][C:29]([NH2:33])=[CH:28][C:27]=5[O:48][CH3:49])=[N:3][CH:4]=[CH:5][C:6]4=[N:10]3)=[CH:13][CH:14]=2)[CH:23]=[CH:22][CH:21]=[N:20]1.